Dataset: Peptide-MHC class II binding affinity with 134,281 pairs from IEDB. Task: Regression. Given a peptide amino acid sequence and an MHC pseudo amino acid sequence, predict their binding affinity value. This is MHC class II binding data. (1) The peptide sequence is ETALKKAITAMSE. The MHC is DRB1_0701 with pseudo-sequence DRB1_0701. The binding affinity (normalized) is 0.365. (2) The peptide sequence is TCNDHYLCLRCHQGM. The MHC is DRB1_0101 with pseudo-sequence DRB1_0101. The binding affinity (normalized) is 0.538. (3) The MHC is DRB1_1101 with pseudo-sequence DRB1_1101. The peptide sequence is PEAFNYMDKFNEQEINLSLE. The binding affinity (normalized) is 0.936.